Dataset: Reaction yield outcomes from USPTO patents with 853,638 reactions. Task: Predict the reaction yield, written as a fraction of the theoretical maximum amount of product (1.0 means a 100% yield; for example, 0.34 means a 34% yield). (1) The reactants are [C:1]([O:9][C@@H:10]1[C@@H:33]([O:34][C:35](=[O:42])[C:36]2[CH:41]=[CH:40][CH:39]=[CH:38][CH:37]=2)[C@H:32]([O:43][C:44](=[O:51])[C:45]2[CH:50]=[CH:49][CH:48]=[CH:47][CH:46]=2)[C@@H:31]([C@@H:52]([CH3:62])[O:53][C:54](=[O:61])[C:55]2[CH:60]=[CH:59][CH:58]=[CH:57][CH:56]=2)[O:30][C@H:11]1[O:12][C:13]1[CH:18]=[C:17]([CH:19]=O)[CH:16]=[CH:15][C:14]=1[CH2:21][C:22]1[CH:27]=[CH:26][C:25]([O:28][CH3:29])=[CH:24][CH:23]=1)(=[O:8])[C:2]1[CH:7]=[CH:6][CH:5]=[CH:4][CH:3]=1.[Cl-].[OH:64][NH3+:65].N1C=CC=CC=1.O. The catalyst is CO.O1CCCC1.C(OCC)(=O)C. The product is [C:1]([O:9][C@@H:10]1[C@@H:33]([O:34][C:35](=[O:42])[C:36]2[CH:41]=[CH:40][CH:39]=[CH:38][CH:37]=2)[C@H:32]([O:43][C:44](=[O:51])[C:45]2[CH:50]=[CH:49][CH:48]=[CH:47][CH:46]=2)[C@@H:31]([C@@H:52]([CH3:62])[O:53][C:54](=[O:61])[C:55]2[CH:60]=[CH:59][CH:58]=[CH:57][CH:56]=2)[O:30][C@H:11]1[O:12][C:13]1[CH:18]=[C:17]([CH:19]=[N:65][OH:64])[CH:16]=[CH:15][C:14]=1[CH2:21][C:22]1[CH:27]=[CH:26][C:25]([O:28][CH3:29])=[CH:24][CH:23]=1)(=[O:8])[C:2]1[CH:7]=[CH:6][CH:5]=[CH:4][CH:3]=1. The yield is 0.810. (2) The reactants are [CH3:1][C@@H:2]1[CH2:7][N:6]([C:8](=[O:25])[C:9]2[CH:14]=[CH:13][C:12]([C:15]3[CH:24]=[CH:23][C:18]4[N:19]([CH3:22])[CH:20]=[N:21][C:17]=4[CH:16]=3)=[CH:11][CH:10]=2)[CH2:5][CH2:4][N:3]1C(OC(C)(C)C)=O.[ClH:33]. The product is [ClH:33].[CH3:22][N:19]1[C:18]2[CH:23]=[CH:24][C:15]([C:12]3[CH:11]=[CH:10][C:9]([C:8]([N:6]4[CH2:5][CH2:4][NH:3][C@H:2]([CH3:1])[CH2:7]4)=[O:25])=[CH:14][CH:13]=3)=[CH:16][C:17]=2[N:21]=[CH:20]1. The yield is 0.900. The catalyst is ClCCl. (3) The reactants are [F:1][C:2]1[C:15]2[O:14][C:13]3[C:8](=[CH:9][C:10]([C:16]4[C:17]([F:22])=[N:18][CH:19]=[CH:20][CH:21]=4)=[CH:11][CH:12]=3)[C:7]3([N:27]=[C:26]([NH2:28])[CH2:25][O:24][CH2:23]3)[C:6]=2[CH:5]=[C:4]([O:29]C)[CH:3]=1.B(Br)(Br)Br. The catalyst is C(Cl)Cl. The product is [NH2:28][C:26]1[CH2:25][O:24][CH2:23][C:7]2([C:6]3[CH:5]=[C:4]([OH:29])[CH:3]=[C:2]([F:1])[C:15]=3[O:14][C:13]3[C:8]2=[CH:9][C:10]([C:16]2[C:17]([F:22])=[N:18][CH:19]=[CH:20][CH:21]=2)=[CH:11][CH:12]=3)[N:27]=1. The yield is 0.950. (4) The reactants are [Cl:1][C:2]1[N:6]2[CH:7]=[CH:8][C:9]([C:11]([F:14])([F:13])[F:12])=[CH:10][C:5]2=[N:4][C:3]=1[CH2:15][C@@H:16]1[CH2:21][CH2:20][CH2:19][CH2:18][N:17]1C(OC(C)(C)C)=O.C(O)(C(F)(F)F)=O. The catalyst is C(Cl)Cl. The product is [Cl:1][C:2]1[N:6]2[CH:7]=[CH:8][C:9]([C:11]([F:14])([F:13])[F:12])=[CH:10][C:5]2=[N:4][C:3]=1[CH2:15][C@@H:16]1[CH2:21][CH2:20][CH2:19][CH2:18][NH:17]1. The yield is 0.980. (5) The reactants are [Cl:1][C:2]1[CH:3]=[C:4]([C:12]2[S:16][C:15]([C:17]3[C:18]([CH3:34])=[C:19]4[C:24](=[CH:25][CH:26]=3)[CH2:23][N:22](C(OC(C)(C)C)=O)[CH2:21][CH2:20]4)=[N:14][N:13]=2)[CH:5]=[CH:6][C:7]=1[O:8][CH:9]([CH3:11])[CH3:10].[F:35][C:36]([F:41])([F:40])[C:37]([OH:39])=[O:38]. The catalyst is C(Cl)Cl. The product is [F:35][C:36]([F:41])([F:40])[C:37]([OH:39])=[O:38].[Cl:1][C:2]1[CH:3]=[C:4]([C:12]2[S:16][C:15]([C:17]3[C:18]([CH3:34])=[C:19]4[C:24](=[CH:25][CH:26]=3)[CH2:23][NH:22][CH2:21][CH2:20]4)=[N:14][N:13]=2)[CH:5]=[CH:6][C:7]=1[O:8][CH:9]([CH3:11])[CH3:10]. The yield is 1.00. (6) The reactants are COC[O:4][CH2:5][C:6]1[N:7]=[C:8]([C:33]2[CH:38]=[CH:37][CH:36]=[CH:35][CH:34]=2)[O:9][C:10]=1[CH2:11][O:12][C:13]1[CH:18]=[CH:17][C:16]([O:19][CH2:20][C:21]2[N:22]=[C:23]([C:27]3[CH:32]=[CH:31][CH:30]=[CH:29][CH:28]=3)[O:24][C:25]=2[CH3:26])=[CH:15][CH:14]=1.Cl.O1CCCC1. The catalyst is O. The product is [CH3:26][C:25]1[O:24][C:23]([C:27]2[CH:28]=[CH:29][CH:30]=[CH:31][CH:32]=2)=[N:22][C:21]=1[CH2:20][O:19][C:16]1[CH:17]=[CH:18][C:13]([O:12][CH2:11][C:10]2[O:9][C:8]([C:33]3[CH:34]=[CH:35][CH:36]=[CH:37][CH:38]=3)=[N:7][C:6]=2[CH2:5][OH:4])=[CH:14][CH:15]=1. The yield is 0.290.